The task is: Predict the reaction yield, written as a fraction of the theoretical maximum amount of product (1.0 means a 100% yield; for example, 0.34 means a 34% yield).. This data is from Reaction yield outcomes from USPTO patents with 853,638 reactions. The reactants are [CH2:1]([NH2:8])[C:2]1[CH:7]=[CH:6][CH:5]=[CH:4][CH:3]=1.C(O)(=O)C.[CH2:13]([O:20][CH2:21][C:22]1([CH2:30][O:31][CH2:32][C:33]2[CH:38]=[CH:37][CH:36]=[CH:35][CH:34]=2)[CH2:29][C:24]2([CH2:27][C:26](=O)[CH2:25]2)[CH2:23]1)[C:14]1[CH:19]=[CH:18][CH:17]=[CH:16][CH:15]=1.C([BH3-])#N.[Na+].C(=O)(O)[O-].[Na+]. The catalyst is ClCCl. The product is [CH2:1]([NH:8][CH:26]1[CH2:27][C:24]2([CH2:29][C:22]([CH2:30][O:31][CH2:32][C:33]3[CH:34]=[CH:35][CH:36]=[CH:37][CH:38]=3)([CH2:21][O:20][CH2:13][C:14]3[CH:19]=[CH:18][CH:17]=[CH:16][CH:15]=3)[CH2:23]2)[CH2:25]1)[C:2]1[CH:7]=[CH:6][CH:5]=[CH:4][CH:3]=1. The yield is 0.600.